Dataset: Full USPTO retrosynthesis dataset with 1.9M reactions from patents (1976-2016). Task: Predict the reactants needed to synthesize the given product. (1) Given the product [Cl:19][C:20]1[CH:26]=[CH:25][CH:24]=[CH:23][C:21]=1[NH:22][C:16]([C:9]1[N:10]=[C:11]([C:12]([Cl:13])([Cl:14])[Cl:15])[N:7]([C:1]2[CH:2]=[CH:3][CH:4]=[CH:5][CH:6]=2)[N:8]=1)=[O:18], predict the reactants needed to synthesize it. The reactants are: [C:1]1([N:7]2[C:11]([C:12]([Cl:15])([Cl:14])[Cl:13])=[N:10][C:9]([C:16]([OH:18])=O)=[N:8]2)[CH:6]=[CH:5][CH:4]=[CH:3][CH:2]=1.[Cl:19][C:20]1[CH:26]=[CH:25][CH:24]=[CH:23][C:21]=1[NH2:22].P(Cl)(Cl)(Cl)=O. (2) Given the product [F:19][C:16]1[CH:15]=[CH:14][C:13]([C@@H:11]2[CH2:12][N:8]([C:6]([O:5][C:1]([CH3:3])([CH3:4])[CH3:2])=[O:7])[C@H:9]([C:20]([N:32]3[CH2:33][CH2:34][C@H:30]([C:27]4[CH:28]=[CH:29][C:24]([F:23])=[CH:25][CH:26]=4)[CH2:31]3)=[O:21])[CH2:10]2)=[CH:18][CH:17]=1, predict the reactants needed to synthesize it. The reactants are: [C:1]([O:5][C:6]([N:8]1[CH2:12][C@@H:11]([C:13]2[CH:18]=[CH:17][C:16]([F:19])=[CH:15][CH:14]=2)[CH2:10][C@H:9]1[C:20](O)=[O:21])=[O:7])([CH3:4])([CH3:3])[CH3:2].[F:23][C:24]1[CH:29]=[CH:28][C:27]([C@H:30]2[CH2:34][CH2:33][NH:32][CH2:31]2)=[CH:26][CH:25]=1.CN(C(ON1N=NC2C=CC=NC1=2)=[N+](C)C)C.F[P-](F)(F)(F)(F)F.CCN(C(C)C)C(C)C. (3) The reactants are: [H-].[Na+].I[CH3:4].[Cl:5][C:6]1[N:11]=[C:10]([C:12]2[C:20]3[C:15](=[CH:16][CH:17]=[CH:18][CH:19]=3)[NH:14][CH:13]=2)[C:9]([Cl:21])=[CH:8][N:7]=1. Given the product [Cl:5][C:6]1[N:11]=[C:10]([C:12]2[C:20]3[C:15](=[CH:16][CH:17]=[CH:18][CH:19]=3)[N:14]([CH3:4])[CH:13]=2)[C:9]([Cl:21])=[CH:8][N:7]=1, predict the reactants needed to synthesize it. (4) Given the product [N:25]1([CH2:24][CH2:23][CH2:22][N:19]2[CH2:20][CH2:21][N:16]([CH2:15][CH2:14][CH2:13][NH:12][C:6]3[C:5]4[C:10](=[CH:11][C:2]([Cl:1])=[CH:3][CH:4]=4)[N:9]=[CH:8][CH:7]=3)[CH2:17][CH2:18]2)[CH2:26][CH2:35][CH2:30][CH2:31][CH2:32][CH2:33]1, predict the reactants needed to synthesize it. The reactants are: [Cl:1][C:2]1[CH:11]=[C:10]2[C:5]([C:6]([NH:12][CH2:13][CH2:14][CH2:15][N:16]3[CH2:21][CH2:20][N:19]([CH2:22][CH2:23][CH2:24][NH:25][C:26]4[C:35]5[C:30](=[CH:31][C:32](Cl)=[CH:33]C=5)N=CC=4)[CH2:18][CH2:17]3)=[CH:7][CH:8]=[N:9]2)=[CH:4][CH:3]=1.BrCCCCCCBr.C([O-])([O-])=O.[K+].[K+]. (5) Given the product [NH2:1][C:2]1[C:10]2[C:5](=[N:6][C:7]([CH3:15])=[CH:8][C:9]=2[C:11]([F:12])([F:13])[F:14])[S:4][C:3]=1[C:16]([NH:52][CH2:53][C@@H:54]([OH:55])[C:56]1[CH:61]=[CH:60][CH:59]=[CH:58][CH:57]=1)=[O:18], predict the reactants needed to synthesize it. The reactants are: [NH2:1][C:2]1[C:10]2[C:5](=[N:6][C:7]([CH3:15])=[CH:8][C:9]=2[C:11]([F:14])([F:13])[F:12])[S:4][C:3]=1[C:16]([OH:18])=O.CN(C(ON1N=NC2C=CC=NC1=2)=[N+](C)C)C.F[P-](F)(F)(F)(F)F.CCN(C(C)C)C(C)C.[NH2:52][CH2:53][C@H:54]([C:56]1[CH:61]=[CH:60][CH:59]=[CH:58][CH:57]=1)[OH:55].